Dataset: Catalyst prediction with 721,799 reactions and 888 catalyst types from USPTO. Task: Predict which catalyst facilitates the given reaction. (1) Product: [Cl:1][C:2]1[CH:3]=[CH:4][C:5]([S:8]([C:11](=[C:27]([S:28][CH3:29])[NH:26][C:22]2[CH:21]=[N:20][CH:25]=[CH:24][CH:23]=2)[C:12]#[N:13])(=[O:9])=[O:10])=[CH:6][CH:7]=1. The catalyst class is: 21. Reactant: [Cl:1][C:2]1[CH:7]=[CH:6][C:5]([S:8]([CH2:11][C:12]#[N:13])(=[O:10])=[O:9])=[CH:4][CH:3]=1.C(=O)([O-])[O-].[K+].[K+].[N:20]1[CH:25]=[CH:24][CH:23]=[C:22]([N:26]=[C:27]=[S:28])[CH:21]=1.[CH3:29]I. (2) Reactant: [NH2:1][CH:2]1[CH:7]([CH3:8])[CH2:6][CH2:5][N:4]([C:9](=[O:20])[CH2:10][NH:11][C:12]2[CH:17]=[C:16]([Cl:18])[CH:15]=[C:14]([Cl:19])[CH:13]=2)[CH2:3]1.Cl[C:22]1[C:23]2[CH:30]=[CH:29][N:28]([S:31]([C:34]3[CH:40]=[CH:39][C:37]([CH3:38])=[CH:36][CH:35]=3)(=[O:33])=[O:32])[C:24]=2[N:25]=[CH:26][N:27]=1.CCN(C(C)C)C(C)C. Product: [Cl:19][C:14]1[CH:13]=[C:12]([NH:11][CH2:10][C:9]([N:4]2[CH2:5][CH2:6][CH:7]([CH3:8])[CH:2]([NH:1][C:22]3[C:23]4[CH:30]=[CH:29][N:28]([S:31]([C:34]5[CH:40]=[CH:39][C:37]([CH3:38])=[CH:36][CH:35]=5)(=[O:32])=[O:33])[C:24]=4[N:25]=[CH:26][N:27]=3)[CH2:3]2)=[O:20])[CH:17]=[C:16]([Cl:18])[CH:15]=1. The catalyst class is: 173. (3) Reactant: C(=O)([O-])[O-].[K+].[K+].Cl[CH2:8][CH2:9][CH2:10][OH:11].[OH:12][C:13]1[CH:14]=[C:15]([C:21](=[O:26])[CH2:22][CH:23]([CH3:25])[CH3:24])[CH:16]=[CH:17][C:18]=1[O:19][CH3:20]. Product: [OH:11][CH2:10][CH2:9][CH2:8][O:12][C:13]1[CH:14]=[C:15]([C:21](=[O:26])[CH2:22][CH:23]([CH3:24])[CH3:25])[CH:16]=[CH:17][C:18]=1[O:19][CH3:20]. The catalyst class is: 10. (4) The catalyst class is: 11. Product: [CH3:34][O:33][C:31]1[CH:30]=[C:29]([CH2:35][CH2:36][C:37]2[CH:38]=[C:39]([NH:42][C:18](=[O:20])[C:17]3[CH:16]=[CH:15][C:14]([N:8]4[CH2:9][C@H:10]([CH3:13])[N:11]([CH3:12])[C@H:6]([CH3:5])[CH2:7]4)=[CH:24][CH:23]=3)[NH:40][N:41]=2)[CH:28]=[C:27]([O:26][CH3:25])[CH:32]=1. Reactant: C[Al](C)C.[CH3:5][C@H:6]1[N:11]([CH3:12])[C@@H:10]([CH3:13])[CH2:9][N:8]([C:14]2[CH:24]=[CH:23][C:17]([C:18]([O:20]CC)=O)=[CH:16][CH:15]=2)[CH2:7]1.[CH3:25][O:26][C:27]1[CH:28]=[C:29]([CH2:35][CH2:36][C:37]2[CH:38]=[C:39]([NH2:42])[NH:40][N:41]=2)[CH:30]=[C:31]([O:33][CH3:34])[CH:32]=1.